From a dataset of Forward reaction prediction with 1.9M reactions from USPTO patents (1976-2016). Predict the product of the given reaction. (1) Given the reactants C([O:3][C:4](=[O:33])[CH2:5][O:6][C:7]1[CH:12]=[CH:11][C:10]([O:13][CH:14]([C:16]2[S:20][C:19]([C:21]3[CH:26]=[CH:25][C:24]([C:27]([F:30])([F:29])[F:28])=[CH:23][CH:22]=3)=[N:18][C:17]=2[CH3:31])[CH3:15])=[CH:9][C:8]=1[CH3:32])C.[OH-].[Na+], predict the reaction product. The product is: [CH3:32][C:8]1[CH:9]=[C:10]([O:13][CH:14]([C:16]2[S:20][C:19]([C:21]3[CH:26]=[CH:25][C:24]([C:27]([F:30])([F:29])[F:28])=[CH:23][CH:22]=3)=[N:18][C:17]=2[CH3:31])[CH3:15])[CH:11]=[CH:12][C:7]=1[O:6][CH2:5][C:4]([OH:33])=[O:3]. (2) The product is: [CH2:17]([O:24][C:25]1[CH:26]=[C:27]([C:31](=[O:34])[CH:32]([CH3:33])[CH2:39][N:37]([CH3:38])[CH3:36])[CH:28]=[CH:29][CH:30]=1)[C:18]1[CH:19]=[CH:20][CH:21]=[CH:22][CH:23]=1. Given the reactants CC[C@H]([C@H](CN(C)C)C)C1C=CC=C(O)C=1.[CH2:17]([O:24][C:25]1[CH:26]=[C:27]([C:31](=[O:34])[CH2:32][CH3:33])[CH:28]=[CH:29][CH:30]=1)[C:18]1[CH:23]=[CH:22][CH:21]=[CH:20][CH:19]=1.[Cl-].[CH3:36][N+:37](=[CH2:39])[CH3:38].C(Cl)(=O)C, predict the reaction product. (3) Given the reactants [CH3:1][CH2:2][C@@H:3]1[C@@H:8]2[N:9]3[CH2:11][CH2:12][C:13]4[C:17]5[CH:18]=[C:19]([O:22][CH3:23])[CH:20]=[CH:21][C:16]=5[NH:15][C:14]=4[C@:7]2(C(OC)=O)[CH2:6][C@@H:5]([CH2:10]3)[CH2:4]1.C(S)CCCCCCCCCCC.CC(C)([O-])C.[Na+], predict the reaction product. The product is: [CH3:1][CH2:2][C@@H:3]1[C@@H:8]2[N:9]3[CH2:11][CH2:12][C:13]4[C:17]5[CH:18]=[C:19]([O:22][CH3:23])[CH:20]=[CH:21][C:16]=5[NH:15][C:14]=4[C@@H:7]2[CH2:6][C@@H:5]([CH2:10]3)[CH2:4]1. (4) Given the reactants C(=O)([O-])OCC[CH2:5]/[C:6](/[CH3:16])=[CH:7]/[C:8]1[CH:13]=[CH:12][CH:11]=[C:10]([C:14]#[N:15])[CH:9]=1.[C:19]([O:23][C:24]([N:26]1[CH2:31][CH2:30][CH:29]([O:32][C:33]2[CH:38]=[CH:37][C:36]([NH:39][S:40]([CH2:43][CH3:44])(=[O:42])=[O:41])=[CH:35][CH:34]=2)[CH2:28][CH2:27]1)=[O:25])([CH3:22])([CH3:21])[CH3:20].C1(P(C2C=CC=CC=2)C2C=CC=CC=2)C=CC=CC=1, predict the reaction product. The product is: [C:19]([O:23][C:24]([N:26]1[CH2:31][CH2:30][CH:29]([O:32][C:33]2[CH:34]=[CH:35][C:36]([N:39]([CH2:5]/[C:6](/[CH3:16])=[CH:7]/[C:8]3[CH:13]=[CH:12][CH:11]=[C:10]([C:14]#[N:15])[CH:9]=3)[S:40]([CH2:43][CH3:44])(=[O:42])=[O:41])=[CH:37][CH:38]=2)[CH2:28][CH2:27]1)=[O:25])([CH3:22])([CH3:21])[CH3:20]. (5) Given the reactants [Br:1][C:2]1[NH:3][CH:4]=[C:5]2[C:9](=[O:10])[CH2:8][CH2:7][C:6]=12.[H-].[Na+].[N:13]1[CH:18]=[CH:17][CH:16]=[C:15]([S:19](Cl)(=[O:21])=[O:20])[CH:14]=1.O, predict the reaction product. The product is: [Br:1][C:2]1[N:3]([S:19]([C:15]2[CH:14]=[N:13][CH:18]=[CH:17][CH:16]=2)(=[O:21])=[O:20])[CH:4]=[C:5]2[C:9](=[O:10])[CH2:8][CH2:7][C:6]=12. (6) Given the reactants [CH3:1][O:2][C:3]1[N:4]=[CH:5][C:6]([CH2:9][OH:10])=[N:7][CH:8]=1, predict the reaction product. The product is: [CH3:1][O:2][C:3]1[N:4]=[CH:5][C:6]([CH:9]=[O:10])=[N:7][CH:8]=1. (7) Given the reactants [BH4-].[Na+].[Si:3]([O:10][CH:11]([CH2:30][CH2:31][OH:32])[C:12]([C:14]1[CH:19]=[CH:18][C:17]([NH:20][C:21]([C:23]2[CH:28]=[CH:27][CH:26]=[CH:25][N:24]=2)=[O:22])=[CH:16][C:15]=1[F:29])=[O:13])([C:6]([CH3:9])([CH3:8])[CH3:7])([CH3:5])[CH3:4].C(=O)(O)[O-].[Na+], predict the reaction product. The product is: [Si:3]([O:10][CH:11]([CH2:30][CH2:31][OH:32])[CH:12]([C:14]1[CH:19]=[CH:18][C:17]([NH:20][C:21]([C:23]2[CH:28]=[CH:27][CH:26]=[CH:25][N:24]=2)=[O:22])=[CH:16][C:15]=1[F:29])[OH:13])([C:6]([CH3:9])([CH3:8])[CH3:7])([CH3:5])[CH3:4]. (8) Given the reactants N1C=CC=CC=1.[CH2:7]([O:9][C:10]([C:12]1[C:21](=[O:22])[C:20]2[C:15](=[N:16][C:17]([CH3:23])=[CH:18][CH:19]=2)[NH:14][CH:13]=1)=[O:11])[CH3:8].Cl[C:25]([O:27][CH:28]([CH3:30])[CH3:29])=[O:26], predict the reaction product. The product is: [CH:28]([O:27][C:25]([N:14]1[C:15]2[C:20](=[CH:19][CH:18]=[C:17]([CH3:23])[N:16]=2)[C:21](=[O:22])[C:12]([C:10]([O:9][CH2:7][CH3:8])=[O:11])=[CH:13]1)=[O:26])([CH3:30])[CH3:29]. (9) The product is: [C:60]([C@@H:27]([NH:26][C:25]([CH2:24][CH2:23][CH2:22][CH2:21][CH2:20][CH2:19][CH2:18][CH2:17][CH2:16][CH2:15][CH2:14][CH2:13][CH2:12][CH2:11][CH2:10][CH2:9][CH2:8][CH2:7][C:6]([OH:68])=[O:5])=[O:67])[CH2:28][CH2:29][C:30](=[O:59])[NH:31][CH2:32][CH2:33][O:34][CH2:35][CH2:36][O:37][CH2:38][C:39](=[O:58])[NH:40][CH2:41][CH2:42][O:43][CH2:44][CH2:45][O:46][CH2:47][C:48](=[O:57])[NH:49][CH2:50][CH2:51][NH:52][C:53](=[O:56])[CH2:54][I:55])([OH:62])=[O:61]. Given the reactants C([O:5][C:6](=[O:68])[CH2:7][CH2:8][CH2:9][CH2:10][CH2:11][CH2:12][CH2:13][CH2:14][CH2:15][CH2:16][CH2:17][CH2:18][CH2:19][CH2:20][CH2:21][CH2:22][CH2:23][CH2:24][C:25](=[O:67])[NH:26][C@H:27]([C:60]([O:62]C(C)(C)C)=[O:61])[CH2:28][CH2:29][C:30](=[O:59])[NH:31][CH2:32][CH2:33][O:34][CH2:35][CH2:36][O:37][CH2:38][C:39](=[O:58])[NH:40][CH2:41][CH2:42][O:43][CH2:44][CH2:45][O:46][CH2:47][C:48](=[O:57])[NH:49][CH2:50][CH2:51][NH:52][C:53](=[O:56])[CH2:54][I:55])(C)(C)C, predict the reaction product. (10) The product is: [ClH:13].[CH3:9][O:7][C:6](=[O:8])[CH:2]([NH2:1])[CH2:3][CH2:4][OH:5]. Given the reactants [NH2:1][CH:2]([C:6]([OH:8])=[O:7])[CH2:3][CH2:4][OH:5].[CH3:9][Si]([Cl:13])(C)C, predict the reaction product.